From a dataset of Catalyst prediction with 721,799 reactions and 888 catalyst types from USPTO. Predict which catalyst facilitates the given reaction. (1) Product: [Br:15][C:16]1[CH:22]=[CH:21][C:19]([N:20]=[CH:2][CH:3]([C:9]2[CH:14]=[CH:13][CH:12]=[CH:11][CH:10]=2)[C:4]([O:6][CH2:7][CH3:8])=[O:5])=[CH:18][CH:17]=1. Reactant: O=[CH:2][CH:3]([C:9]1[CH:14]=[CH:13][CH:12]=[CH:11][CH:10]=1)[C:4]([O:6][CH2:7][CH3:8])=[O:5].[Br:15][C:16]1[CH:22]=[CH:21][C:19]([NH2:20])=[CH:18][CH:17]=1. The catalyst class is: 14. (2) The catalyst class is: 308. Product: [F:1][C:2]([F:19])([F:20])[C:3]1[CH:4]=[C:5]([CH:12]=[C:13]([C:15]([F:17])([F:18])[F:16])[CH:14]=1)[CH2:6][N:7]([CH2:8][CH2:9][O:10][CH3:11])[C:21]([N:23]1[CH:27]=[CH:26][N:25]=[CH:24]1)=[O:22]. Reactant: [F:1][C:2]([F:20])([F:19])[C:3]1[CH:4]=[C:5]([CH:12]=[C:13]([C:15]([F:18])([F:17])[F:16])[CH:14]=1)[CH2:6][NH:7][CH2:8][CH2:9][O:10][CH3:11].[C:21](N1C=CN=C1)([N:23]1[CH:27]=[CH:26][N:25]=[CH:24]1)=[O:22]. (3) Reactant: Cl[C:2]1[CH:7]=[N:6][NH:5][C:4](=[O:8])[CH:3]=1.[C:9]([C:13]1[CH:18]=[CH:17][C:16](B(O)O)=[CH:15][CH:14]=1)([CH3:12])([CH3:11])[CH3:10].C(=O)([O-])[O-].[Na+].[Na+]. The catalyst class is: 294. Product: [C:9]([C:13]1[CH:18]=[CH:17][C:16]([C:2]2[CH:7]=[N:6][NH:5][C:4](=[O:8])[CH:3]=2)=[CH:15][CH:14]=1)([CH3:12])([CH3:11])[CH3:10]. (4) Reactant: [N:1]1[CH:6]=[CH:5][CH:4]=[CH:3][C:2]=1[C:7]#[N:8].C(=O)([O-])[O-].[K+].[K+].[OH2:15].Cl.[NH2:17]O. Product: [OH:15][NH:8][C:7]([C:2]1[CH:3]=[CH:4][CH:5]=[CH:6][N:1]=1)=[NH:17]. The catalyst class is: 14. (5) Reactant: [C:1]([NH:8][C:9]1[CH:10]=[C:11]([CH:15]=[CH:16][CH:17]=1)[C:12]([OH:14])=O)([O:3][C:4]([CH3:7])([CH3:6])[CH3:5])=[O:2].CN(C(ON1N=N[C:28]2[CH:29]=[CH:30][CH:31]=[N:32][C:27]1=2)=[N+](C)C)C.F[P-](F)(F)(F)(F)F.[C:42]1(NC)[C:51]2[C:46](=CC=CC=2)[CH:45]=[CH:44][CH:43]=1.C(N(CC)C(C)C)(C)C. Product: [C:4]([O:3][C:1](=[O:2])[NH:8][C:9]1[CH:17]=[CH:16][CH:15]=[C:11]([C:12](=[O:14])[NH:32][CH2:31][C:30]2[C:51]3[C:42](=[CH:43][CH:44]=[CH:45][CH:46]=3)[CH:27]=[CH:28][CH:29]=2)[CH:10]=1)([CH3:5])([CH3:6])[CH3:7]. The catalyst class is: 2. (6) Reactant: [F:1][C:2]1[CH:3]=[C:4]([C:9]2[CH:14]=[CH:13][CH:12]=[CH:11][C:10]=2[S:15]([CH3:18])(=[O:17])=[O:16])[CH:5]=[CH:6][C:7]=1[NH2:8].C([O-])(O)=O.[Na+].[C:24](Cl)(=[O:27])[CH:25]=[CH2:26]. Product: [F:1][C:2]1[CH:3]=[C:4]([C:9]2[CH:14]=[CH:13][CH:12]=[CH:11][C:10]=2[S:15]([CH3:18])(=[O:17])=[O:16])[CH:5]=[CH:6][C:7]=1[NH:8][C:24](=[O:27])[CH:25]=[CH2:26]. The catalyst class is: 13.